Dataset: Forward reaction prediction with 1.9M reactions from USPTO patents (1976-2016). Task: Predict the product of the given reaction. (1) Given the reactants [H-].[H-].[H-].[H-].[Li+].[Al+3].C([O:9][C:10]([C:12]1[N:13]=[C:14]([C:17]2[CH:22]=[CH:21][C:20]([O:23][CH3:24])=[CH:19][CH:18]=2)[S:15][CH:16]=1)=O)C.O.[OH-].[Na+], predict the reaction product. The product is: [CH3:24][O:23][C:20]1[CH:19]=[CH:18][C:17]([C:14]2[S:15][CH:16]=[C:12]([CH2:10][OH:9])[N:13]=2)=[CH:22][CH:21]=1. (2) Given the reactants [CH3:1][CH2:2][N:3]([CH:7]([CH3:9])C)[CH:4](C)[CH3:5].[CH:2]([N:3]([CH:7](C)[CH3:9])[CH2:4][CH3:5])(C)[CH3:1].N1C(=[O:24])CC[C@H]1C(O)=O.N1C=CC=CC=1.C1C=C(Cl)C=C(C(OO)=O)C=1.ClC1C=C(C=CC=1)C(OO)=O.C1C(=O)N(Br)C(=O)C1.BrN1C(=O)CCC1=O.C(Cl)CCl.Cl.CN(C)CCCN=C=NCC.C1C=CC2N(O)N=NC=2C=1.[OH2:98].ON1C2C=CC=CC=2N=N1, predict the reaction product. The product is: [CH3:4][N:3]1[CH2:7][CH2:9][O:24][CH2:1][CH2:2]1.[CH3:7][N:3]1[CH2:4][CH2:5][O:98][CH2:1][CH2:2]1. (3) Given the reactants [N:1]1([CH2:7][CH2:8][CH2:9][O:10][C:11]2[CH:18]=[CH:17][C:14]([CH:15]=O)=[CH:13][CH:12]=2)[CH2:6][CH2:5][CH2:4][CH2:3][CH2:2]1.[CH:19]([N:22]1[CH2:27][CH2:26][NH:25][CH2:24][CH2:23]1)([CH3:21])[CH3:20].C(O[BH-](OC(=O)C)OC(=O)C)(=O)C.[Na+].[OH-].[Na+].[CH2:44]([Cl:46])[Cl:45], predict the reaction product. The product is: [NH3:1].[CH2:44]([Cl:46])[Cl:45].[CH:19]([N:22]1[CH2:27][CH2:26][N:25]([CH2:15][C:14]2[CH:17]=[CH:18][C:11]([O:10][CH2:9][CH2:8][CH2:7][N:1]3[CH2:6][CH2:5][CH2:4][CH2:3][CH2:2]3)=[CH:12][CH:13]=2)[CH2:24][CH2:23]1)([CH3:21])[CH3:20].